From a dataset of Reaction yield outcomes from USPTO patents with 853,638 reactions. Predict the reaction yield, written as a fraction of the theoretical maximum amount of product (1.0 means a 100% yield; for example, 0.34 means a 34% yield). (1) The reactants are [CH2:1]([C:8]1[CH:9]=[N:10][CH:11]=[CH:12][CH:13]=1)[C:2]1[CH:7]=[CH:6][CH:5]=[CH:4][CH:3]=1. The catalyst is [Pd].C(O)(=O)C. The product is [CH2:1]([CH:8]1[CH2:13][CH2:12][CH2:11][NH:10][CH2:9]1)[C:2]1[CH:7]=[CH:6][CH:5]=[CH:4][CH:3]=1. The yield is 0.420. (2) The reactants are C(=O)([O-])[O-].[Na+].[Na+].O.Br[C:9]1[C:13]2=[C:14]3[C:19](=[CH:20][CH:21]=[C:12]2[S:11][C:10]=1[CH:22]([O:27][C:28]([CH3:31])([CH3:30])[CH3:29])[C:23]([O:25][CH3:26])=[O:24])[N:18]=[CH:17][CH:16]=[CH:15]3.CC1(C)C(C)(C)OB([C:40]2[CH:41]=[C:42]3[C:47](=[CH:48][CH:49]=2)[O:46][CH2:45][CH2:44][CH2:43]3)O1. The catalyst is CN(C)C=O.C1(P(C2C=CC=CC=2)C2C=CC=CC=2)C=CC=CC=1.C1(P(C2C=CC=CC=2)C2C=CC=CC=2)C=CC=CC=1.C1(P(C2C=CC=CC=2)C2C=CC=CC=2)C=CC=CC=1.C1(P(C2C=CC=CC=2)C2C=CC=CC=2)C=CC=CC=1.[Pd]. The product is [C:28]([O:27][CH:22]([C:10]1[S:11][C:12]2[C:13](=[C:14]3[C:19](=[CH:20][CH:21]=2)[N:18]=[CH:17][CH:16]=[CH:15]3)[C:9]=1[C:40]1[CH:49]=[CH:48][C:47]2[O:46][CH2:45][CH2:44][CH2:43][C:42]=2[CH:41]=1)[C:23]([O:25][CH3:26])=[O:24])([CH3:31])([CH3:30])[CH3:29]. The yield is 0.310.